From a dataset of Full USPTO retrosynthesis dataset with 1.9M reactions from patents (1976-2016). Predict the reactants needed to synthesize the given product. (1) Given the product [Cl:38][C:35]1[N:34]=[CH:33][C:32]([CH2:31][C:19]2[CH:18]=[C:17]3[C:16](=[O:39])[N:15]([C@H:10]4[CH2:11][CH2:12][CH2:13][CH2:14][C@@H:9]4[OH:8])[CH:27]([CH2:28][CH2:29][N:41]([CH3:42])[CH3:40])[C:26]3=[C:25]3[C:20]=2[CH:21]=[CH:22][CH:23]=[N:24]3)=[CH:37][CH:36]=1, predict the reactants needed to synthesize it. The reactants are: [Si]([O:8][C@H:9]1[CH2:14][CH2:13][CH2:12][CH2:11][C@@H:10]1[N:15]1[CH:27]([CH2:28][CH:29]=O)[C:26]2[C:17](=[CH:18][C:19]([CH2:31][C:32]3[CH:33]=[N:34][C:35]([Cl:38])=[CH:36][CH:37]=3)=[C:20]3[C:25]=2[N:24]=[CH:23][CH:22]=[CH:21]3)[C:16]1=[O:39])(C(C)(C)C)(C)C.[CH3:40][NH:41][CH3:42].C(O)(=O)C.C([BH3-])#N.[Na+]. (2) Given the product [C:1]([O:6][CH:7]([O:9][C:10]([NH:12][CH2:13][C:14]1([CH2:20][C:21]([OH:23])=[O:22])[CH2:19][CH2:18][CH2:17][CH2:16][CH2:15]1)=[O:11])[CH3:8])(=[O:5])[CH:2]([CH3:4])[CH3:3], predict the reactants needed to synthesize it. The reactants are: [C:1]([O:6][CH:7]([O:9][C:10]([NH:12][CH2:13][C:14]1([CH2:20][C:21]([O:23]CC=C)=[O:22])[CH2:19][CH2:18][CH2:17][CH2:16][CH2:15]1)=[O:11])[CH3:8])(=[O:5])[CH:2]([CH3:4])[CH3:3].N1CCOCC1. (3) The reactants are: C(OC(=O)[NH:7][C:8]1[CH:13]=[CH:12][C:11]([NH:14][C:15]([C:17]2[CH:22]=[C:21]([CH3:23])[C:20](=[O:24])[N:19]([CH3:25])[CH:18]=2)=O)=[C:10]([NH:26][CH2:27][C:28]2[CH:33]=[CH:32][CH:31]=[CH:30][CH:29]=2)[CH:9]=1)(C)(C)C.[C:35](O)(=[O:37])[CH3:36]. Given the product [CH2:27]([N:26]1[C:10]2[CH:9]=[C:8]([NH:7][C:35](=[O:37])[CH3:36])[CH:13]=[CH:12][C:11]=2[N:14]=[C:15]1[C:17]1[CH:22]=[C:21]([CH3:23])[C:20](=[O:24])[N:19]([CH3:25])[CH:18]=1)[C:28]1[CH:29]=[CH:30][CH:31]=[CH:32][CH:33]=1, predict the reactants needed to synthesize it. (4) Given the product [NH2:1][CH:2]([CH2:6][C:7]1[CH:8]=[CH:9][C:10]([Br:13])=[CH:11][CH:12]=1)[C:3]([O:5][CH3:15])=[O:4], predict the reactants needed to synthesize it. The reactants are: [NH2:1][CH:2]([CH2:6][C:7]1[CH:12]=[CH:11][C:10]([Br:13])=[CH:9][CH:8]=1)[C:3]([OH:5])=[O:4].Cl.[CH3:15]O. (5) The reactants are: [CH3:1][C:2]1[CH:3]=[C:4]([CH:8]=[C:9]([CH3:11])[CH:10]=1)[C:5]([NH2:7])=O.S(Cl)(Cl)=O.CN(C=O)C.[OH-].[Na+]. Given the product [CH3:1][C:2]1[CH:3]=[C:4]([CH:8]=[C:9]([CH3:11])[CH:10]=1)[C:5]#[N:7], predict the reactants needed to synthesize it.